Task: Predict the reaction yield, written as a fraction of the theoretical maximum amount of product (1.0 means a 100% yield; for example, 0.34 means a 34% yield).. Dataset: Reaction yield outcomes from USPTO patents with 853,638 reactions (1) The reactants are [CH2:1]([O:3][C:4](=[O:26])[CH:5](Br)[CH2:6][N:7]([S:16]([C:19]1[CH:24]=[CH:23][CH:22]=[CH:21][CH:20]=1)(=[O:18])=[O:17])[CH2:8][CH:9](Br)[C:10]([O:12][CH2:13][CH3:14])=[O:11])[CH3:2].[CH2:27]([NH2:34])[C:28]1[CH:33]=[CH:32][CH:31]=[CH:30][CH:29]=1. The catalyst is C1(C)C=CC=CC=1. The yield is 0.570. The product is [CH2:1]([O:3][C:4]([CH:5]1[CH2:6][N:7]([S:16]([C:19]2[CH:24]=[CH:23][CH:22]=[CH:21][CH:20]=2)(=[O:18])=[O:17])[CH2:8][CH:9]([C:10]([O:12][CH2:13][CH3:14])=[O:11])[N:34]1[CH2:27][C:28]1[CH:33]=[CH:32][CH:31]=[CH:30][CH:29]=1)=[O:26])[CH3:2]. (2) The reactants are [Cl:1][C:2]1[CH:7]=[C:6]([Cl:8])[CH:5]=[CH:4][C:3]=1[C:9]1[O:10][C:11]([CH:26]([CH3:28])[CH3:27])=[C:12]([CH2:14][CH2:15][C:16]([C:18]2[CH:23]=[CH:22][C:21]([OH:24])=[C:20]([CH3:25])[CH:19]=2)=[O:17])[N:13]=1.Br[C:30]([CH3:37])([CH3:36])[C:31]([O:33][CH2:34][CH3:35])=[O:32].C(=O)([O-])[O-].[K+].[K+]. The catalyst is C(C(C)=O)C. The product is [Cl:1][C:2]1[CH:7]=[C:6]([Cl:8])[CH:5]=[CH:4][C:3]=1[C:9]1[O:10][C:11]([CH:26]([CH3:28])[CH3:27])=[C:12]([CH2:14][CH2:15][C:16]([C:18]2[CH:23]=[CH:22][C:21]([O:24][C:30]([CH3:37])([CH3:36])[C:31]([O:33][CH2:34][CH3:35])=[O:32])=[C:20]([CH3:25])[CH:19]=2)=[O:17])[N:13]=1. The yield is 1.00. (3) The reactants are Br[C:2]1[N:7]=[N:6][C:5]([NH2:8])=[N:4][C:3]=1[C:9]1[CH:14]=[CH:13][CH:12]=[CH:11][CH:10]=1.[F:15][C:16]([F:26])([F:25])[O:17][C:18]1[CH:19]=[C:20]([OH:24])[CH:21]=[CH:22][CH:23]=1. No catalyst specified. The product is [C:9]1([C:3]2[N:4]=[C:5]([NH2:8])[N:6]=[N:7][C:2]=2[O:24][C:20]2[CH:21]=[CH:22][CH:23]=[C:18]([O:17][C:16]([F:15])([F:25])[F:26])[CH:19]=2)[CH:14]=[CH:13][CH:12]=[CH:11][CH:10]=1. The yield is 0.0300. (4) The reactants are Cl.Cl.[N:3]1[C:12]2[C:7](=[CH:8][CH:9]=[CH:10][CH:11]=2)[CH:6]=[CH:5][C:4]=1[C:13]1[CH:19]=[CH:18][C:16]([NH2:17])=[CH:15][CH:14]=1.N([O-])=O.[Na+].[N-:24]=[N+:25]=[N-].[Na+]. The catalyst is Cl. The product is [N:17]([C:16]1[CH:18]=[CH:19][C:13]([C:4]2[CH:5]=[CH:6][C:7]3[C:12](=[CH:11][CH:10]=[CH:9][CH:8]=3)[N:3]=2)=[CH:14][CH:15]=1)=[N+:24]=[N-:25]. The yield is 0.640. (5) The reactants are CC1C=C(N2CCN(CCOC3C=CC=CC=3)C2=O)SC=1C(O)=O.[F:25][C:26]1[CH:47]=[CH:46][C:29]([CH2:30][N:31]2[CH2:35][CH2:34][N:33]([C:36]3[S:40][C:39]([C:41]([OH:43])=O)=[C:38]([CH3:44])[CH:37]=3)[C:32]2=[O:45])=[CH:28][CH:27]=1.CS(O)(=O)=O.[NH:53]1[C:61]2[C:56](=[CH:57][CH:58]=[CH:59][CH:60]=2)[CH:55]=[C:54]1[CH2:62][NH2:63]. No catalyst specified. The product is [NH:53]1[C:61]2[C:56](=[CH:57][CH:58]=[CH:59][CH:60]=2)[CH:55]=[C:54]1[CH2:62][NH:63][C:41]([C:39]1[S:40][C:36]([N:33]2[CH2:34][CH2:35][N:31]([CH2:30][C:29]3[CH:28]=[CH:27][C:26]([F:25])=[CH:47][CH:46]=3)[C:32]2=[O:45])=[CH:37][C:38]=1[CH3:44])=[O:43]. The yield is 0.750. (6) The reactants are [Br:1][C:2]1[CH:7]=[CH:6][C:5]([CH2:8]O)=[C:4]([Cl:10])[CH:3]=1.C(Br)(Br)(Br)[Br:12].C1(P(C2C=CC=CC=2)C2C=CC=CC=2)C=CC=CC=1. The catalyst is C(Cl)Cl. The product is [Br:1][C:2]1[CH:7]=[CH:6][C:5]([CH2:8][Br:12])=[C:4]([Cl:10])[CH:3]=1. The yield is 1.00. (7) The catalyst is CCOC(C)=O. The reactants are [F:1][C:2]1[CH:3]=[C:4]([C@H:9]([NH:18][C:19]2[NH:20][C:21](=[O:29])[N:22]([CH:26]([CH3:28])[CH3:27])[C:23](=[O:25])[CH:24]=2)[CH2:10][C:11]([O:13]C(C)(C)C)=O)[CH:5]=[CH:6][C:7]=1[F:8].C1(C)C=CC=CC=1.C(O)(C(F)(F)F)=O.FC1C=C([C@H](NC2NC(=O)N(C(C)C)C(=O)C=2)CC(O)=O)C=CC=1F. The yield is 0.992. The product is [F:1][C:2]1[CH:3]=[C:4]([C@@H:9]2[NH:18][C:19]3[NH:20][C:21](=[O:29])[N:22]([CH:26]([CH3:27])[CH3:28])[C:23](=[O:25])[C:24]=3[C:11](=[O:13])[CH2:10]2)[CH:5]=[CH:6][C:7]=1[F:8].